Dataset: Peptide-MHC class II binding affinity with 134,281 pairs from IEDB. Task: Regression. Given a peptide amino acid sequence and an MHC pseudo amino acid sequence, predict their binding affinity value. This is MHC class II binding data. The peptide sequence is GELQIVDKIDAPFKI. The MHC is DRB3_0202 with pseudo-sequence DRB3_0202. The binding affinity (normalized) is 0.142.